This data is from NCI-60 drug combinations with 297,098 pairs across 59 cell lines. The task is: Regression. Given two drug SMILES strings and cell line genomic features, predict the synergy score measuring deviation from expected non-interaction effect. Drug 1: CCN(CC)CCNC(=O)C1=C(NC(=C1C)C=C2C3=C(C=CC(=C3)F)NC2=O)C. Drug 2: CC1C(C(CC(O1)OC2CC(OC(C2O)C)OC3=CC4=CC5=C(C(=O)C(C(C5)C(C(=O)C(C(C)O)O)OC)OC6CC(C(C(O6)C)O)OC7CC(C(C(O7)C)O)OC8CC(C(C(O8)C)O)(C)O)C(=C4C(=C3C)O)O)O)O. Cell line: NCI-H322M. Synergy scores: CSS=45.6, Synergy_ZIP=-1.40, Synergy_Bliss=0.466, Synergy_Loewe=1.45, Synergy_HSA=1.54.